Dataset: Forward reaction prediction with 1.9M reactions from USPTO patents (1976-2016). Task: Predict the product of the given reaction. (1) Given the reactants [C:1]([NH:4][C:5]1[CH:10]=[C:9]([CH3:11])[C:8]([S:12](Cl)(=[O:14])=[O:13])=[C:7]([CH3:16])[CH:6]=1)(=[O:3])[CH3:2].[NH3:17], predict the reaction product. The product is: [CH3:16][C:7]1[CH:6]=[C:5]([NH:4][C:1](=[O:3])[CH3:2])[CH:10]=[C:9]([CH3:11])[C:8]=1[S:12](=[O:14])(=[O:13])[NH2:17]. (2) Given the reactants [Cl:1][C:2]1[CH:7]=[CH:6][CH:5]=[CH:4][C:3]=1[C:8]1[O:12][N:11]=[CH:10][C:9]=1[C:13]([OH:15])=O.C(O)(=O)C(O)=O.[CH3:22][C:23]1[CH:28]=[CH:27][C:26]([CH:29]2[CH2:33][CH2:32][NH:31][CH2:30]2)=[CH:25][CH:24]=1, predict the reaction product. The product is: [Cl:1][C:2]1[CH:7]=[CH:6][CH:5]=[CH:4][C:3]=1[C:8]1[O:12][N:11]=[CH:10][C:9]=1[C:13]([N:31]1[CH2:32][CH2:33][CH:29]([C:26]2[CH:27]=[CH:28][C:23]([CH3:22])=[CH:24][CH:25]=2)[CH2:30]1)=[O:15]. (3) Given the reactants C[O-].[Na+].[Cl:4][C:5]1[CH:6]=[C:7]([CH:12]2[CH:18]([CH2:19][NH:20][C:21](=[O:33])[NH:22][C:23]3[CH:28]=[CH:27][CH:26]=[CH:25][C:24]=3[C:29]([O:31]C)=O)[O:17][CH2:16][CH2:15][N:14]([C:34]([O:36][C:37]([CH3:40])([CH3:39])[CH3:38])=[O:35])[CH2:13]2)[CH:8]=[CH:9][C:10]=1[Cl:11].[Cl-].[NH4+], predict the reaction product. The product is: [Cl:4][C:5]1[CH:6]=[C:7]([CH:12]2[CH:18]([CH2:19][N:20]3[C:29](=[O:31])[C:24]4[C:23](=[CH:28][CH:27]=[CH:26][CH:25]=4)[NH:22][C:21]3=[O:33])[O:17][CH2:16][CH2:15][N:14]([C:34]([O:36][C:37]([CH3:39])([CH3:40])[CH3:38])=[O:35])[CH2:13]2)[CH:8]=[CH:9][C:10]=1[Cl:11]. (4) The product is: [NH2:40][CH:13]([CH2:14][CH2:15][CH3:16])[CH2:12][CH2:11][N:6]1[C:5]([S:30][C:31]2[CH:36]=[C:35]([Cl:37])[CH:34]=[C:42]([Cl:44])[CH:32]=2)=[N:4][C:3]2[C:7]1=[N:8][CH:9]=[N:10][C:2]=2[NH2:1]. Given the reactants [NH2:1][C:2]1[N:10]=[CH:9][N:8]=[C:7]2[C:3]=1[N:4]=[C:5]([S:30][C:31]1[CH:36]=[C:35]([Cl:37])[CH:34]=C(Cl)[CH:32]=1)[N:6]2[CH:11](CC)[CH2:12][CH2:13][CH2:14][CH2:15][CH2:16]N1C(=O)C2C(=CC=CC=2)C1=O.O.[NH2:40]N.[CH2:42]([Cl:44])Cl, predict the reaction product. (5) Given the reactants [C:1]1([N:7]([C:23]2[CH:28]=[CH:27][CH:26]=[CH:25][CH:24]=2)[C:8]2[CH:13]=[CH:12][C:11](B3OC(C)(C)C(C)(C)O3)=[CH:10][CH:9]=2)[CH:6]=[CH:5][CH:4]=[CH:3][CH:2]=1.Br[C:30]1[CH:35]=[C:34]([CH2:36][O:37][C:38](=[O:40])[CH3:39])[CH:33]=[CH:32][C:31]=1[CH2:41][O:42][C:43](=[O:45])[CH3:44].C1(C)C=CC=CC=1.C(=O)([O-])[O-].[Na+].[Na+], predict the reaction product. The product is: [C:1]1([N:7]([C:23]2[CH:28]=[CH:27][CH:26]=[CH:25][CH:24]=2)[C:8]2[CH:9]=[CH:10][C:11]([C:32]3[CH:33]=[C:34]([CH2:36][O:37][C:38](=[O:40])[CH3:39])[CH:35]=[CH:30][C:31]=3[CH2:41][O:42][C:43](=[O:45])[CH3:44])=[CH:12][CH:13]=2)[CH:6]=[CH:5][CH:4]=[CH:3][CH:2]=1.